This data is from Retrosynthesis with 50K atom-mapped reactions and 10 reaction types from USPTO. The task is: Predict the reactants needed to synthesize the given product. Given the product COCCCOc1cc(C[C@@H](C[C@H](N)[C@@H](O)C[C@H](C(=O)N[C@@H]2CCN(C)C2)C(C)C)C(C)C)ccc1OC, predict the reactants needed to synthesize it. The reactants are: COCCCOc1cc(C[C@@H](C[C@H](N=[N+]=[N-])[C@@H](O)C[C@H](C(=O)N[C@@H]2CCN(C)C2)C(C)C)C(C)C)ccc1OC.